Predict the product of the given reaction. From a dataset of Forward reaction prediction with 1.9M reactions from USPTO patents (1976-2016). (1) The product is: [N:34]([C@H:6]([CH2:16][O:17][CH2:18][CH2:19][CH2:20][CH2:21][CH2:22][CH2:23][CH2:24][CH2:25][CH2:26][CH2:27][CH2:28][CH2:29][CH2:30][CH2:31][CH2:32][CH3:33])[CH2:7][O:8][Si:9]([C:12]([CH3:15])([CH3:14])[CH3:13])([CH3:11])[CH3:10])=[N+:35]=[N-:36]. Given the reactants CS(O[C@@H:6]([CH2:16][O:17][CH2:18][CH2:19][CH2:20][CH2:21][CH2:22][CH2:23][CH2:24][CH2:25][CH2:26][CH2:27][CH2:28][CH2:29][CH2:30][CH2:31][CH2:32][CH3:33])[CH2:7][O:8][Si:9]([C:12]([CH3:15])([CH3:14])[CH3:13])([CH3:11])[CH3:10])(=O)=O.[N-:34]=[N+:35]=[N-:36].[Na+], predict the reaction product. (2) Given the reactants Br[C:2]1[C:3]([CH:22]2[CH2:25][CH:24]([CH2:26][C:27]([CH3:30])([CH3:29])[CH3:28])[CH2:23]2)=[N:4][O:5][C:6]=1[C@@H:7]([CH2:16][CH2:17][C:18]([O:20][CH3:21])=[O:19])[CH2:8][C:9]([O:11][C:12]([CH3:15])([CH3:14])[CH3:13])=[O:10].O.[CH:32]1(B(O)O)[CH2:34][CH2:33]1.P([O-])([O-])([O-])=O.[K+].[K+].[K+], predict the reaction product. The product is: [CH:32]1([C:2]2[C:3]([CH:22]3[CH2:25][CH:24]([CH2:26][C:27]([CH3:30])([CH3:29])[CH3:28])[CH2:23]3)=[N:4][O:5][C:6]=2[C@@H:7]([CH2:16][CH2:17][C:18]([O:20][CH3:21])=[O:19])[CH2:8][C:9]([O:11][C:12]([CH3:15])([CH3:14])[CH3:13])=[O:10])[CH2:34][CH2:33]1.